Dataset: Reaction yield outcomes from USPTO patents with 853,638 reactions. Task: Predict the reaction yield, written as a fraction of the theoretical maximum amount of product (1.0 means a 100% yield; for example, 0.34 means a 34% yield). (1) The reactants are [NH2:1][C:2]1[CH:11]=[C:10]([C:12]([O-])=[O:13])[CH:9]=[CH:8][C:3]=1[C:4]([O:6][CH3:7])=[O:5].CN1CCOCC1.[BH4-].[Na+].[OH-].[Na+]. The catalyst is COCCOC.O. The product is [CH3:7][O:6][C:4](=[O:5])[C:3]1[CH:8]=[CH:9][C:10]([CH2:12][OH:13])=[CH:11][C:2]=1[NH2:1]. The yield is 0.860. (2) The reactants are [NH2:1][C:2]1[N:19]=[CH:18][C:17](Br)=[CH:16][C:3]=1[C:4]([N:6]=[S@@:7]([CH3:15])(=[O:14])[C:8]1[CH:13]=[CH:12][CH:11]=[CH:10][CH:9]=1)=[O:5].[OH:21][C:22]1[CH:23]=[C:24]([C:28]#[CH:29])[CH:25]=[CH:26][CH:27]=1.C(N(CC)CC)C. The catalyst is CCOC(C)=O.Cl[Pd](Cl)([P](C1C=CC=CC=1)(C1C=CC=CC=1)C1C=CC=CC=1)[P](C1C=CC=CC=1)(C1C=CC=CC=1)C1C=CC=CC=1.[Cu]I. The product is [NH2:1][C:2]1[N:19]=[CH:18][C:17]([C:29]#[C:28][C:24]2[CH:25]=[CH:26][CH:27]=[C:22]([OH:21])[CH:23]=2)=[CH:16][C:3]=1[C:4]([N:6]=[S@@:7]([CH3:15])(=[O:14])[C:8]1[CH:13]=[CH:12][CH:11]=[CH:10][CH:9]=1)=[O:5]. The yield is 0.0400.